Task: Predict the reactants needed to synthesize the given product.. Dataset: Full USPTO retrosynthesis dataset with 1.9M reactions from patents (1976-2016) (1) Given the product [CH:1]1([C:4]([CH:6]([N:31]2[CH2:32][CH2:33][C:34]3[S:35][C:27](=[O:26])[CH2:28][C:29]=3[CH2:30]2)[C:7]2[CH:12]=[CH:11][CH:10]=[CH:9][C:8]=2[F:13])=[O:5])[CH2:3][CH2:2]1, predict the reactants needed to synthesize it. The reactants are: [CH:1]1([C:4]([CH:6](Br)[C:7]2[CH:12]=[CH:11][CH:10]=[CH:9][C:8]=2[F:13])=[O:5])[CH2:3][CH2:2]1.C1(C)C=CC(S(O)(=O)=O)=CC=1.[O:26]=[C:27]1[S:35][C:34]2[CH2:33][CH2:32][NH:31][CH2:30][C:29]=2[CH2:28]1.C(=O)(O)[O-].[K+].[Br-].[Na+]. (2) Given the product [C:1]([O:5][C:6]([N:8]1[CH2:17][CH2:16][C:11]2([O:15][CH2:14][CH2:13][O:12]2)[CH2:10][CH:9]1[CH2:18][CH2:19][C:20]([O:22][CH2:23][CH3:24])=[O:21])=[O:7])([CH3:4])([CH3:3])[CH3:2], predict the reactants needed to synthesize it. The reactants are: [C:1]([O:5][C:6]([N:8]1[CH2:17][CH2:16][C:11]2([O:15][CH2:14][CH2:13][O:12]2)[CH2:10][CH:9]1/[CH:18]=[CH:19]/[C:20]([O:22][CH2:23][CH3:24])=[O:21])=[O:7])([CH3:4])([CH3:3])[CH3:2].